The task is: Binary Classification. Given a drug SMILES string, predict its activity (active/inactive) in a high-throughput screening assay against a specified biological target.. This data is from HIV replication inhibition screening data with 41,000+ compounds from the AIDS Antiviral Screen. (1) The molecule is Nc1cnc(N2CCN(c3ncc(N)cc3N)CC2)c(N)c1. The result is 0 (inactive). (2) The molecule is COC(=O)C(CCC1(C)OCCO1)C(C)=O. The result is 0 (inactive). (3) The compound is Cc1cc2c(cc1C)[n+]([O-])c(C(=O)CC(=NNC(=O)c1ccccc1O)C(=O)Nc1ccccc1C(C)C)c(C)[n+]2[O-]. The result is 0 (inactive). (4) The drug is CCOC(=O)C1=c2[nH]c3cccc4cccc(c43)n2C(=O)CC1c1ccccc1. The result is 0 (inactive). (5) The compound is C[P+]1(Cc2ccccc2)CCCC1.[Br-]. The result is 0 (inactive). (6) The molecule is O=c1cc(CO)oc(C(O)c2ccccc2)c1O. The result is 0 (inactive). (7) The drug is CCC1C(C#N)=C(O)NC(O)=C1C#N. The result is 0 (inactive).